Dataset: Full USPTO retrosynthesis dataset with 1.9M reactions from patents (1976-2016). Task: Predict the reactants needed to synthesize the given product. (1) Given the product [F:30][C:31]([F:36])([F:35])[C:32]([OH:34])=[O:33].[NH2:7][C@@H:8]([CH2:9][C:10]1[CH:15]=[CH:14][CH:13]=[C:12]([F:16])[CH:11]=1)[CH2:17][N:18]1[C:26](=[O:27])[C:25]2[C:20](=[CH:21][CH:22]=[CH:23][CH:24]=2)[C:19]1=[O:28], predict the reactants needed to synthesize it. The reactants are: C(OC(=O)[NH:7][C@H:8]([CH2:17][N:18]1[C:26](=[O:27])[C:25]2[C:20](=[CH:21][CH:22]=[CH:23][CH:24]=2)[C:19]1=[O:28])[CH2:9][C:10]1[CH:15]=[CH:14][CH:13]=[C:12]([F:16])[CH:11]=1)(C)(C)C.[F:30][C:31]([F:36])([F:35])[C:32]([OH:34])=[O:33].ClCCl. (2) The reactants are: [C:1]([C:4]1[CH:9]=[C:8]([CH3:10])[CH:7]=[C:6]([CH3:11])[C:5]=1[NH:12][C:13]([C:15]1[S:16][CH:17]=[CH:18][C:19]=1[S:20]([NH:23][C:24]1[O:28][N:27]=[C:26]([CH3:29])[C:25]=1[Cl:30])(=[O:22])=[O:21])=[O:14])(=[O:3])[CH3:2].Cl[C:32]1C(C)=NOC=1N(COC)S(C1C=C(C)SC=1C(Cl)=O)(=O)=O. Given the product [C:1]([C:4]1[CH:9]=[C:8]([CH3:10])[CH:7]=[C:6]([CH3:11])[C:5]=1[NH:12][C:13]([C:15]1[S:16][C:17]([CH3:32])=[CH:18][C:19]=1[S:20]([NH:23][C:24]1[O:28][N:27]=[C:26]([CH3:29])[C:25]=1[Cl:30])(=[O:21])=[O:22])=[O:14])(=[O:3])[CH3:2], predict the reactants needed to synthesize it. (3) Given the product [C:20]([Si:24]([CH3:39])([CH3:40])[O:25][C:26]1[CH:27]=[C:28]2[C:29](=[CH:37][CH:38]=1)[C:30](=[O:31])[O:43][C:42]2([CH3:44])[CH3:41])([CH3:21])([CH3:22])[CH3:23], predict the reactants needed to synthesize it. The reactants are: CN(C)CCN(C)C.[Li]C(CC)C.C1CCCCC1.[C:20]([Si:24]([CH3:40])([CH3:39])[O:25][C:26]1[CH:38]=[CH:37][C:29]([C:30](N(CC)CC)=[O:31])=[CH:28][CH:27]=1)([CH3:23])([CH3:22])[CH3:21].[CH3:41][C:42]([CH3:44])=[O:43]. (4) Given the product [C:1]1([CH:7]([CH3:12])[CH3:8])[CH:6]=[CH:5][CH:4]=[CH:3][CH:2]=1, predict the reactants needed to synthesize it. The reactants are: [CH:1]1[CH:6]=[CH:5][CH:4]=[CH:3][CH:2]=1.[CH:7]1[CH:12]=CC=C[CH:8]=1.C1C=CC=CC=1. (5) Given the product [NH2:23][C:20]1[N:21]=[CH:22][C:17]([C:3]2[CH:4]=[CH:5][C:6]([C:25]3[C:26]([OH:31])=[CH:27][CH:28]=[CH:29][CH:30]=3)=[CH:7][C:2]=2[F:1])=[N:18][CH:19]=1, predict the reactants needed to synthesize it. The reactants are: [F:1][C:2]1[CH:7]=[C:6](B2OC(C)(C)C(C)(C)O2)[CH:5]=[CH:4][C:3]=1[C:17]1[N:18]=[CH:19][C:20]([NH2:23])=[N:21][CH:22]=1.Br[C:25]1[CH:30]=[CH:29][CH:28]=[CH:27][C:26]=1[OH:31]. (6) Given the product [CH2:1]([O:8][CH2:9][CH2:10][CH2:11][O:12][C:13]1[CH:14]=[CH:15][C:16]([CH:19]2[CH:24]([O:25][CH2:26][C:27]3[CH:36]=[CH:35][C:34]4[C:29](=[CH:30][CH:31]=[CH:32][CH:33]=4)[CH:28]=3)[CH2:23][N:22]([C:37]([O:39][C:40]([CH3:42])([CH3:41])[CH3:43])=[O:38])[CH2:21][CH:20]2[CH2:44][O:45][C:47](=[O:49])[NH2:50])=[CH:17][CH:18]=1)[C:2]1[CH:3]=[CH:4][CH:5]=[CH:6][CH:7]=1, predict the reactants needed to synthesize it. The reactants are: [CH2:1]([O:8][CH2:9][CH2:10][CH2:11][O:12][C:13]1[CH:18]=[CH:17][C:16]([CH:19]2[CH:24]([O:25][CH2:26][C:27]3[CH:36]=[CH:35][C:34]4[C:29](=[CH:30][CH:31]=[CH:32][CH:33]=4)[CH:28]=3)[CH2:23][N:22]([C:37]([O:39][C:40]([CH3:43])([CH3:42])[CH3:41])=[O:38])[CH2:21][CH:20]2[CH2:44][OH:45])=[CH:15][CH:14]=1)[C:2]1[CH:7]=[CH:6][CH:5]=[CH:4][CH:3]=1.Cl[C:47]([O-:49])=O.[NH3:50]. (7) Given the product [N:1]([C@@H:5]1[CH2:6][CH2:7][O:8][CH2:9][C@H:10]1[OH:11])=[N+:2]=[N-:3], predict the reactants needed to synthesize it. The reactants are: [N-:1]=[N+:2]=[N-:3].[Na+].[CH:5]12[O:11][CH:10]1[CH2:9][O:8][CH2:7][CH2:6]2.[Cl-].[NH4+]. (8) Given the product [C:1]1([C:7]2[CH:8]=[C:9]3[C:13](=[CH:14][CH:15]=2)[CH2:12][CH:11]([C:16]([C:18]2[O:19][C:20]([C:23]4[N:28]=[C:27]([C:29]([OH:31])=[O:30])[CH:26]=[CH:25][CH:24]=4)=[CH:21][N:22]=2)=[O:17])[CH2:10]3)[CH:6]=[CH:5][CH:4]=[CH:3][CH:2]=1, predict the reactants needed to synthesize it. The reactants are: [C:1]1([C:7]2[CH:8]=[C:9]3[C:13](=[CH:14][CH:15]=2)[CH2:12][CH:11]([C:16]([C:18]2[O:19][C:20]([C:23]4[N:28]=[C:27]([C:29]([O:31]C)=[O:30])[CH:26]=[CH:25][CH:24]=4)=[CH:21][N:22]=2)=[O:17])[CH2:10]3)[CH:6]=[CH:5][CH:4]=[CH:3][CH:2]=1. (9) Given the product [OH:24][C:20]1[CH:19]=[C:18]([C:5]2[N:6]=[C:7]3[C:2]([NH:1][C:61](=[O:60])[N:8]3[CH2:9][CH:17]([CH3:12])[CH3:16])=[C:3]([C:35]([NH2:39])=[O:36])[N:4]=2)[CH:23]=[CH:22][CH:21]=1, predict the reactants needed to synthesize it. The reactants are: [NH2:1][C:2]1[C:3]([C:35](OC)=[O:36])=[N:4][C:5]([C:18]2[CH:23]=[CH:22][CH:21]=[C:20]([O:24][Si](C(C)C)(C(C)C)C(C)C)[CH:19]=2)=[N:6][C:7]=1[NH:8][CH:9]1[C:17]2[C:12](=CC=C[CH:16]=2)CC1.[NH2:39]C1C(C(OC)=O)=NC(Cl)=NC=1NCC(C)C.C([Si](C(C)C)(C(C)C)[O:60][C:61]1C=CC=C([Sn](C)(C)C)C=1)(C)C. (10) Given the product [ClH:39].[F:1][C:2]1[CH:3]=[C:4]([NH:26][C:27]([NH:29][C:30](=[O:38])[CH2:31][C:32]2[CH:33]=[CH:34][CH:35]=[CH:36][CH:37]=2)=[S:28])[CH:5]=[CH:6][C:7]=1[O:8][C:9]1[CH:14]=[CH:13][N:12]=[C:11]2[CH:15]=[C:16]([C:18]([N:20]3[CH2:25][CH2:24][CH2:23][CH2:22][CH2:21]3)=[O:19])[S:17][C:10]=12, predict the reactants needed to synthesize it. The reactants are: [F:1][C:2]1[CH:3]=[C:4]([NH:26][C:27]([NH:29][C:30](=[O:38])[CH2:31][C:32]2[CH:37]=[CH:36][CH:35]=[CH:34][CH:33]=2)=[S:28])[CH:5]=[CH:6][C:7]=1[O:8][C:9]1[CH:14]=[CH:13][N:12]=[C:11]2[CH:15]=[C:16]([C:18]([N:20]3[CH2:25][CH2:24][CH2:23][CH2:22][CH2:21]3)=[O:19])[S:17][C:10]=12.[Cl:39]CCl.Cl.CCOCC.